Dataset: Catalyst prediction with 721,799 reactions and 888 catalyst types from USPTO. Task: Predict which catalyst facilitates the given reaction. (1) Reactant: [CH:1]1([N:4]2[CH:8]=[N:7][N:6]=[C:5]2[C:9]2[N:14]=[C:13]([NH:15]C(=O)OCC3C=CC=CC=3)[CH:12]=[CH:11][CH:10]=2)[CH2:3][CH2:2]1. Product: [CH:1]1([N:4]2[CH:8]=[N:7][N:6]=[C:5]2[C:9]2[N:14]=[C:13]([NH2:15])[CH:12]=[CH:11][CH:10]=2)[CH2:3][CH2:2]1. The catalyst class is: 45. (2) Reactant: [C:1]1([C:7]([C:13]2[CH:18]=[CH:17][CH:16]=[CH:15][CH:14]=2)([CH3:12])[C:8]([O:10][CH3:11])=[O:9])[CH:6]=[CH:5][CH:4]=[CH:3][CH:2]=1.[C@@:19]12(O)[N:26](C)[C@@H:23]([CH2:24][CH2:25]1)[CH2:22][CH:21]=[CH:20]2.[Na].O. Product: [C:1]1([C:7]([C:13]2[CH:18]=[CH:17][CH:16]=[CH:15][CH:14]=2)([CH3:12])[C:8]([O:10][C@@:11]23[N:26]([CH3:19])[C@@H:23]([CH2:24][CH2:25]2)[CH2:22][CH:21]=[CH:20]3)=[O:9])[CH:2]=[CH:3][CH:4]=[CH:5][CH:6]=1. The catalyst class is: 10. (3) Reactant: [O:1]=[C:2]1[N:6]([CH:7]2[CH2:12][CH2:11][O:10][CH2:9][CH2:8]2)[CH2:5][C@@H:4]([C:13]2[CH:18]=[CH:17][CH:16]=[CH:15][CH:14]=2)[N:3]1[CH:19]1[CH2:24][CH2:23][N:22]([CH2:25][C:26]2[CH:27]=[CH:28][C:29]([O:32][C:33]3[CH:40]=[CH:39][C:36]([C:37]#[N:38])=[CH:35][CH:34]=3)=[N:30][CH:31]=2)[CH2:21][CH2:20]1.[NH4+].[Cl-].[N-:43]=[N+:44]=[N-:45].[Na+]. Product: [C:13]1([C@@H:4]2[CH2:5][N:6]([CH:7]3[CH2:12][CH2:11][O:10][CH2:9][CH2:8]3)[C:2](=[O:1])[N:3]2[CH:19]2[CH2:24][CH2:23][N:22]([CH2:25][C:26]3[CH:31]=[N:30][C:29]([O:32][C:33]4[CH:40]=[CH:39][C:36]([C:37]5[N:43]=[N:44][NH:45][N:38]=5)=[CH:35][CH:34]=4)=[CH:28][CH:27]=3)[CH2:21][CH2:20]2)[CH:14]=[CH:15][CH:16]=[CH:17][CH:18]=1. The catalyst class is: 3. (4) The catalyst class is: 11. Reactant: N1CCCCC1.[CH2:7]([O:14][C:15]1[CH:22]=[CH:21][C:18]([CH:19]=O)=[CH:17][C:16]=1[O:23][CH3:24])[C:8]1[CH:13]=[CH:12][CH:11]=[CH:10][CH:9]=1.C([CH2:28][C:29]([NH:31][C:32]1[CH:40]=[CH:39][CH:38]=[CH:37][C:33]=1[C:34]([OH:36])=[O:35])=[O:30])(O)=O.CC(O)=O. Product: [CH2:7]([O:14][C:15]1[CH:22]=[CH:21][C:18](/[CH:19]=[CH:28]/[C:29]([NH:31][C:32]2[CH:40]=[CH:39][CH:38]=[CH:37][C:33]=2[C:34]([OH:36])=[O:35])=[O:30])=[CH:17][C:16]=1[O:23][CH3:24])[C:8]1[CH:13]=[CH:12][CH:11]=[CH:10][CH:9]=1.